Task: Regression/Classification. Given a drug SMILES string, predict its absorption, distribution, metabolism, or excretion properties. Task type varies by dataset: regression for continuous measurements (e.g., permeability, clearance, half-life) or binary classification for categorical outcomes (e.g., BBB penetration, CYP inhibition). Dataset: cyp3a4_veith.. Dataset: CYP3A4 inhibition data for predicting drug metabolism from PubChem BioAssay The drug is C[C@H](N)C(=O)O. The result is 0 (non-inhibitor).